This data is from Catalyst prediction with 721,799 reactions and 888 catalyst types from USPTO. The task is: Predict which catalyst facilitates the given reaction. (1) Reactant: [OH:1][CH2:2][CH2:3][CH2:4][S:5][C:6]1[CH:11]=[CH:10][C:9]([OH:12])=[CH:8][CH:7]=1.CC(C)([O-])C.[K+].[CH2:19](Br)[C:20]1[CH:25]=[CH:24][CH:23]=[CH:22][CH:21]=1. Product: [CH2:19]([O:12][C:9]1[CH:10]=[CH:11][C:6]([S:5][CH2:4][CH2:3][CH2:2][OH:1])=[CH:7][CH:8]=1)[C:20]1[CH:25]=[CH:24][CH:23]=[CH:22][CH:21]=1. The catalyst class is: 8. (2) Reactant: S(=O)(=O)(O)O.[CH2:6]([C:8]1[CH:13]=[CH:12][C:11]([NH:14][C:15](=[O:20])[CH2:16][C:17](=O)[CH3:18])=[CH:10][CH:9]=1)[CH3:7]. Product: [CH2:6]([C:8]1[CH:13]=[C:12]2[C:11](=[CH:10][CH:9]=1)[NH:14][C:15](=[O:20])[CH:16]=[C:17]2[CH3:18])[CH3:7]. The catalyst class is: 6. (3) Reactant: Br[CH:2]([CH3:13])[C:3]([C:5]1[CH:10]=[CH:9][C:8]([Cl:11])=[C:7]([Cl:12])[CH:6]=1)=O.Cl.[C:15]([NH2:23])(=[NH:22])[C:16]1[CH:21]=[CH:20][CH:19]=[CH:18][CH:17]=1.C(=O)(O)[O-].[K+]. Product: [C:16]1([C:15]2[NH:22][C:2]([CH3:13])=[C:3]([C:5]3[CH:10]=[CH:9][C:8]([Cl:11])=[C:7]([Cl:12])[CH:6]=3)[N:23]=2)[CH:21]=[CH:20][CH:19]=[CH:18][CH:17]=1. The catalyst class is: 30. (4) Reactant: C([NH:4][C:5]1[S:6][CH:7]=[C:8]([C:10]2[CH:15]=[CH:14][C:13]([CH2:16][CH2:17][C:18]3[O:22]C=[N:20][C:19]=3C(OCC)=O)=[CH:12][CH:11]=2)[N:9]=1)(=O)C.[ClH:28]. Product: [ClH:28].[ClH:28].[NH2:20][CH2:19][C:18](=[O:22])[CH2:17][CH2:16][C:13]1[CH:14]=[CH:15][C:10]([C:8]2[N:9]=[C:5]([NH2:4])[S:6][CH:7]=2)=[CH:11][CH:12]=1. The catalyst class is: 5. (5) Reactant: [Cl:1][C:2]1[CH:3]=[CH:4][C:5]([OH:25])=[C:6]([CH2:8][N:9]2[CH:13]=[CH:12][C:11]([C:14]([NH:16][C:17]3[C:22]([F:23])=[CH:21][CH:20]=[CH:19][C:18]=3[F:24])=[O:15])=[N:10]2)[CH:7]=1.C(=O)([O-])[O-].[K+].[K+].Br[CH:33]1[CH2:36][CH2:35][CH2:34]1. Product: [Cl:1][C:2]1[CH:3]=[CH:4][C:5]([O:25][CH:33]2[CH2:36][CH2:35][CH2:34]2)=[C:6]([CH2:8][N:9]2[CH:13]=[CH:12][C:11]([C:14]([NH:16][C:17]3[C:18]([F:24])=[CH:19][CH:20]=[CH:21][C:22]=3[F:23])=[O:15])=[N:10]2)[CH:7]=1. The catalyst class is: 3. (6) Reactant: [F:1][C:2]1[CH:31]=[C:30]([F:32])[CH:29]=[CH:28][C:3]=1[CH2:4][C:5]1[CH:6]=[C:7]([C:20](=[O:27])[CH:21]=[C:22]([OH:26])[C:23](O)=[O:24])[C:8](=[O:19])[N:9]([CH2:11][C:12]2[CH:17]=[CH:16][CH:15]=[CH:14][C:13]=2[F:18])[CH:10]=1.Cl.[NH2:34][C@@H:35]1[CH2:39][CH2:38][CH2:37][C@H:36]1[OH:40]. Product: [F:1][C:2]1[CH:31]=[C:30]([F:32])[CH:29]=[CH:28][C:3]=1[CH2:4][C:5]1[CH:6]=[C:7]([C:20](=[O:27])[CH:21]=[C:22]([OH:26])[C:23]([NH:34][C@@H:35]2[CH2:39][CH2:38][CH2:37][C@H:36]2[OH:40])=[O:24])[C:8](=[O:19])[N:9]([CH2:11][C:12]2[CH:17]=[CH:16][CH:15]=[CH:14][C:13]=2[F:18])[CH:10]=1. The catalyst class is: 5. (7) Reactant: O=P(Cl)(Cl)Cl.[N+:6]([C:9]1[CH:14]=[CH:13][CH:12]=[CH:11][C:10]=1[C:15]1[N:16]=[C:17]2[CH:22]=[CH:21][CH:20]=[CH:19][N:18]2[CH:23]=1)([O-:8])=[O:7].CN([CH:27]=[O:28])C. Product: [N+:6]([C:9]1[CH:14]=[CH:13][CH:12]=[CH:11][C:10]=1[C:15]1[N:16]=[C:17]2[CH:22]=[CH:21][CH:20]=[CH:19][N:18]2[C:23]=1[CH:27]=[O:28])([O-:8])=[O:7]. The catalyst class is: 74. (8) Reactant: [O:1]1[CH:5]=[CH:4][CH:3]=[C:2]1[C:6]1[C:11]([C:12]2[CH:17]=[CH:16][N:15]=[CH:14][CH:13]=2)=[CH:10][C:9]([NH2:18])=[C:8]([NH2:19])[N:7]=1.C(N(CC)CC)C.[CH:27]1([C:30](Cl)=[O:31])[CH2:29][CH2:28]1. Product: [NH2:19][C:8]1[N:7]=[C:6]([C:2]2[O:1][CH:5]=[CH:4][CH:3]=2)[C:11]([C:12]2[CH:17]=[CH:16][N:15]=[CH:14][CH:13]=2)=[CH:10][C:9]=1[NH:18][C:30]([CH:27]1[CH2:29][CH2:28]1)=[O:31]. The catalyst class is: 7. (9) Reactant: [C:1]([O:5][C:6]([NH:8][CH2:9][CH2:10][O:11][C:12]1[CH:13]=[C:14]([CH:18]=[CH:19][CH:20]=1)[C:15]([OH:17])=O)=[O:7])([CH3:4])([CH3:3])[CH3:2].[CH:21]1([NH2:27])[CH2:26][CH2:25][CH2:24][CH2:23][CH2:22]1.CCN=C=NCCCN(C)C.C1C=CC2N(O)N=NC=2C=1.CCN(C(C)C)C(C)C. Product: [CH:21]1([NH:27][C:15]([C:14]2[CH:13]=[C:12]([CH:20]=[CH:19][CH:18]=2)[O:11][CH2:10][CH2:9][NH:8][C:6](=[O:7])[O:5][C:1]([CH3:2])([CH3:3])[CH3:4])=[O:17])[CH2:26][CH2:25][CH2:24][CH2:23][CH2:22]1. The catalyst class is: 3.